This data is from Catalyst prediction with 721,799 reactions and 888 catalyst types from USPTO. The task is: Predict which catalyst facilitates the given reaction. (1) Reactant: [I:1][C:2]1[C:6]2[CH:7]=[N:8][CH:9]=[CH:10][C:5]=2[N:4]([C:11]([CH3:17])([CH3:16])[C:12](OC)=[O:13])[CH:3]=1.[BH4-].[Na+]. Product: [I:1][C:2]1[C:6]2[CH:7]=[N:8][CH:9]=[CH:10][C:5]=2[N:4]([C:11]([CH3:17])([CH3:16])[CH2:12][OH:13])[CH:3]=1. The catalyst class is: 14. (2) Reactant: [O-:1][CH2:2][CH3:3].[Na+].Cl[C:6]1[CH:13]=[CH:12][C:9]([C:10]#[N:11])=[CH:8][N:7]=1. Product: [CH2:2]([O:1][C:6]1[CH:13]=[CH:12][C:9]([C:10]#[N:11])=[CH:8][N:7]=1)[CH3:3]. The catalyst class is: 8. (3) Reactant: [CH:1]([C:4]1[CH:9]=[CH:8][CH:7]=[C:6]([CH:10]([CH3:12])[CH3:11])[C:5]=1[OH:13])([CH3:3])[CH3:2].[OH-].[Na+].Br[CH2:17][Cl:18]. Product: [Cl:18][CH2:17][O:13][C:5]1[C:4]([CH:1]([CH3:3])[CH3:2])=[CH:9][CH:8]=[CH:7][C:6]=1[CH:10]([CH3:12])[CH3:11]. The catalyst class is: 1. (4) Reactant: [F:1][C:2]1[CH:3]=[C:4]([CH:6]=[CH:7][C:8]=1[F:9])[NH2:5].C([O-])(O)=O.[Na+].Cl[C:16]([O:18][CH3:19])=[O:17]. Product: [CH3:19][O:18][C:16](=[O:17])[NH:5][C:4]1[CH:6]=[CH:7][C:8]([F:9])=[C:2]([F:1])[CH:3]=1. The catalyst class is: 34. (5) Reactant: [Cl:1][C:2]1[C:10]2[N:9]=[C:8]([NH:11][C:12]3[CH:13]=[N:14][C:15]([N:19]([CH3:21])[CH3:20])=[CH:16][C:17]=3[CH3:18])[N:7]([CH2:22][CH2:23][CH2:24]O)[C:6]=2[C:5]([CH:26]([CH2:29][CH3:30])[CH2:27][CH3:28])=[CH:4][CH:3]=1.CS(Cl)(=O)=O.C(=O)(O)[O-].[Na+].C(=O)([O-])[O-].[K+].[K+]. Product: [Cl:1][C:2]1[C:10]2[N:9]=[C:8]3[N:11]([C:12]4[C:17]([CH3:18])=[CH:16][C:15]([N:19]([CH3:21])[CH3:20])=[N:14][CH:13]=4)[CH2:24][CH2:23][CH2:22][N:7]3[C:6]=2[C:5]([CH:26]([CH2:29][CH3:30])[CH2:27][CH3:28])=[CH:4][CH:3]=1. The catalyst class is: 228. (6) Reactant: C[Si]([N-][Si](C)(C)C)(C)C.[Li+].[CH2:11]([CH:18]1[C:26]2[C:21](=[CH:22][CH:23]=[C:24]([O:27][CH3:28])[CH:25]=2)[C:20](=[O:29])[N:19]1[C:30]([O:32][C:33]([CH3:36])([CH3:35])[CH3:34])=[O:31])[C:12]1[CH:17]=[CH:16][CH:15]=[CH:14][CH:13]=1.I[CH3:38]. Product: [CH2:11]([C:18]1([CH3:38])[C:26]2[C:21](=[CH:22][CH:23]=[C:24]([O:27][CH3:28])[CH:25]=2)[C:20](=[O:29])[N:19]1[C:30]([O:32][C:33]([CH3:36])([CH3:35])[CH3:34])=[O:31])[C:12]1[CH:13]=[CH:14][CH:15]=[CH:16][CH:17]=1. The catalyst class is: 1.